Dataset: Forward reaction prediction with 1.9M reactions from USPTO patents (1976-2016). Task: Predict the product of the given reaction. (1) Given the reactants C(Cl)Cl.Cl[CH2:5][C@@H:6]([OH:9])[CH2:7][OH:8].[O-]P([O-])([O-])=O.[K+].[K+].[K+].[C:18](O[C:18](=[O:22])[CH2:19][CH2:20][CH3:21])(=[O:22])[CH2:19][CH2:20][CH3:21], predict the reaction product. The product is: [C:18]([O:8][CH2:7][C@@H:6]1[O:9][CH2:5]1)(=[O:22])[CH2:19][CH2:20][CH3:21]. (2) Given the reactants C(OC([NH:8][CH2:9][CH2:10][CH2:11][N:12]1[C:16]2[CH:17]=[CH:18][C:19]([C:21]([OH:23])=O)=[CH:20][C:15]=2[N:14]=[C:13]1[CH3:24])=O)(C)(C)C.[NH2:25][C:26]1[S:27][CH:28]=[C:29]([C:31]2[CH:36]=[CH:35][CH:34]=[CH:33][N:32]=2)[N:30]=1, predict the reaction product. The product is: [N:32]1[CH:33]=[CH:34][CH:35]=[CH:36][C:31]=1[C:29]1[N:30]=[C:26]([NH:25][C:21]([C:19]2[CH:18]=[CH:17][C:16]3[N:12]([CH2:11][CH2:10][CH2:9][NH2:8])[C:13]([CH3:24])=[N:14][C:15]=3[CH:20]=2)=[O:23])[S:27][CH:28]=1. (3) Given the reactants C([O:3][C:4]([C:6]1[C:7]([N:23]2[CH2:28][CH2:27][O:26][CH2:25][CH2:24]2)=[N:8][C:9]2[C:14]([C:15]=1[C:16]1[CH:21]=[CH:20][CH:19]=[CH:18][CH:17]=1)=[CH:13][C:12]([Cl:22])=[CH:11][CH:10]=2)=[O:5])C.[OH-].[Na+], predict the reaction product. The product is: [Cl:22][C:12]1[CH:13]=[C:14]2[C:9](=[CH:10][CH:11]=1)[N:8]=[C:7]([N:23]1[CH2:28][CH2:27][O:26][CH2:25][CH2:24]1)[C:6]([C:4]([OH:5])=[O:3])=[C:15]2[C:16]1[CH:17]=[CH:18][CH:19]=[CH:20][CH:21]=1. (4) Given the reactants [F:1][C:2]1[C:3]([F:24])=[CH:4][C:5]2[CH:6]=[C:7]3[C:22](=[O:23])[NH:21][CH2:20][CH2:19][N:8]3[C:9]=2[C:10]=1[C:11]1[CH:16]=[CH:15][C:14]([O:17][CH3:18])=[CH:13][CH:12]=1.[CH3:25]OC1C=CC(B(O)O)=CC=1, predict the reaction product. The product is: [F:1][C:2]1[C:3]([F:24])=[CH:4][C:5]2[CH:6]=[C:7]3[C:22](=[O:23])[NH:21][CH2:20][CH2:19][CH2:25][N:8]3[C:9]=2[C:10]=1[C:11]1[CH:12]=[CH:13][C:14]([O:17][CH3:18])=[CH:15][CH:16]=1.